Dataset: Full USPTO retrosynthesis dataset with 1.9M reactions from patents (1976-2016). Task: Predict the reactants needed to synthesize the given product. (1) Given the product [Br:1][C:2]1[C:3]([C:8]([N:25]([O:26][CH3:27])[CH3:24])=[O:10])=[N:4][CH:5]=[CH:6][CH:7]=1, predict the reactants needed to synthesize it. The reactants are: [Br:1][C:2]1[C:3]([C:8]([OH:10])=O)=[N:4][CH:5]=[CH:6][CH:7]=1.C(N1C=CN=C1)(N1C=CN=C1)=O.Cl.[CH3:24][NH:25][O:26][CH3:27]. (2) Given the product [OH:17][C:10]1[N:8]=[C:5]2[NH:4][C:3]([CH3:9])([CH3:2])[CH2:7][N:6]2[C:12](=[O:13])[CH:11]=1, predict the reactants needed to synthesize it. The reactants are: Br.[CH3:2][C:3]1([CH3:9])[CH2:7][NH:6][C:5](=[NH:8])[NH:4]1.[C:10](OCC)(=[O:17])[CH2:11][C:12](OCC)=[O:13].C[O-].[Na+]. (3) Given the product [CH3:1][C:2]1([CH3:17])[CH:11]=[C:10]([O:12][S:35]([C:34]([F:47])([F:46])[F:33])(=[O:37])=[O:36])[C:9]2[C:4](=[CH:5][CH:6]=[C:7]([C:13]([O:15][CH3:16])=[O:14])[CH:8]=2)[O:3]1, predict the reactants needed to synthesize it. The reactants are: [CH3:1][C:2]1([CH3:17])[CH2:11][C:10](=[O:12])[C:9]2[C:4](=[CH:5][CH:6]=[C:7]([C:13]([O:15][CH3:16])=[O:14])[CH:8]=2)[O:3]1.C(C1C=C(C)C=C(C(C)(C)C)N=1)(C)(C)C.[F:33][C:34]([F:47])([F:46])[S:35](O[S:35]([C:34]([F:47])([F:46])[F:33])(=[O:37])=[O:36])(=[O:37])=[O:36]. (4) Given the product [F:4][C:5]([F:16])([F:15])[C:6]1[CH:7]=[C:8]([CH:12]=[CH:13][CH:14]=1)[C:9]([NH:2][NH2:3])=[O:10], predict the reactants needed to synthesize it. The reactants are: O.[NH2:2][NH2:3].[F:4][C:5]([F:16])([F:15])[C:6]1[CH:7]=[C:8]([CH:12]=[CH:13][CH:14]=1)[C:9](Cl)=[O:10]. (5) The reactants are: [Br:1][C:2]1[CH:11]=[C:10]2[C:5]([C:6](O)=[C:7]([NH:12][C:13](=O)[CH2:14][CH2:15][CH3:16])[CH:8]=[N:9]2)=[CH:4][CH:3]=1.P12(SP3(SP(SP(S3)(S1)=S)(=S)S2)=S)=[S:20]. Given the product [Br:1][C:2]1[CH:3]=[CH:4][C:5]2[C:6]3[S:20][C:13]([CH2:14][CH2:15][CH3:16])=[N:12][C:7]=3[CH:8]=[N:9][C:10]=2[CH:11]=1, predict the reactants needed to synthesize it.